Dataset: Reaction yield outcomes from USPTO patents with 853,638 reactions. Task: Predict the reaction yield, written as a fraction of the theoretical maximum amount of product (1.0 means a 100% yield; for example, 0.34 means a 34% yield). (1) The reactants are [I:1][C:2]1[C:10]2[C:5](=[N:6][CH:7]=[CH:8][CH:9]=2)[NH:4][CH:3]=1.[H-].[Na+].[CH:13]([Si:16](Cl)([CH:20]([CH3:22])[CH3:21])[CH:17]([CH3:19])[CH3:18])([CH3:15])[CH3:14].O. The catalyst is CN(C)C=O. The product is [I:1][C:2]1[C:10]2[C:5](=[N:6][CH:7]=[CH:8][CH:9]=2)[N:4]([Si:16]([CH:20]([CH3:22])[CH3:21])([CH:17]([CH3:19])[CH3:18])[CH:13]([CH3:15])[CH3:14])[CH:3]=1. The yield is 0.982. (2) The reactants are O=[C:2]([C:6]1[CH:11]=[CH:10][CH:9]=[CH:8][N:7]=1)[CH2:3][C:4]#[N:5].[OH:12][CH2:13][CH2:14][NH:15][NH2:16]. The catalyst is CCO. The product is [NH2:5][C:4]1[N:15]([CH2:14][CH2:13][OH:12])[N:16]=[C:2]([C:6]2[CH:11]=[CH:10][CH:9]=[CH:8][N:7]=2)[CH:3]=1. The yield is 0.800. (3) The product is [F:29][C:28]([F:31])([F:30])[S:25]([NH:17][C:13]1[CH:12]=[C:11]([C:7]2[CH:8]=[CH:9][CH:10]=[C:5]([C:4]([O:3][CH2:1][CH3:2])=[O:18])[CH:6]=2)[CH:16]=[CH:15][CH:14]=1)(=[O:27])=[O:26]. The yield is 0.910. The reactants are [CH2:1]([O:3][C:4](=[O:18])[C:5]1[CH:10]=[CH:9][CH:8]=[C:7]([C:11]2[CH:16]=[CH:15][CH:14]=[C:13]([NH2:17])[CH:12]=2)[CH:6]=1)[CH3:2].C(=O)([O-])[O-].[K+].[K+].[S:25](O[S:25]([C:28]([F:31])([F:30])[F:29])(=[O:27])=[O:26])([C:28]([F:31])([F:30])[F:29])(=[O:27])=[O:26]. The catalyst is C(Cl)Cl. (4) The reactants are Cl[C:2]1[C:11]2[C:6](=[CH:7][C:8]([O:14][CH2:15][CH2:16][CH2:17][N:18]3[CH2:23][CH2:22][O:21][CH2:20][CH2:19]3)=[C:9]([O:12][CH3:13])[CH:10]=2)[N:5]=[CH:4][N:3]=1.[OH:24][C:25]1[CH:33]=[C:32]2[C:28]([CH:29]=[C:30]([CH3:34])[NH:31]2)=[CH:27][CH:26]=1. No catalyst specified. The product is [CH3:13][O:12][C:9]1[CH:10]=[C:11]2[C:6](=[CH:7][C:8]=1[O:14][CH2:15][CH2:16][CH2:17][N:18]1[CH2:23][CH2:22][O:21][CH2:20][CH2:19]1)[N:5]=[CH:4][N:3]=[C:2]2[O:24][C:25]1[CH:33]=[C:32]2[C:28]([CH:29]=[C:30]([CH3:34])[NH:31]2)=[CH:27][CH:26]=1. The yield is 0.730. (5) The reactants are [CH3:1][O:2][C:3]1[CH:8]=[CH:7][C:6]([O:9][CH2:10][CH:11]2[O:13][CH2:12]2)=[CH:5][CH:4]=1.[CH2:14]([NH:21][CH2:22][C:23]1[CH:28]=[CH:27][CH:26]=[CH:25][CH:24]=1)[C:15]1[CH:20]=[CH:19][CH:18]=[CH:17][CH:16]=1. The catalyst is C(O)C. The product is [CH2:22]([N:21]([CH2:14][C:15]1[CH:20]=[CH:19][CH:18]=[CH:17][CH:16]=1)[CH2:12][CH:11]([OH:13])[CH2:10][O:9][C:6]1[CH:5]=[CH:4][C:3]([O:2][CH3:1])=[CH:8][CH:7]=1)[C:23]1[CH:28]=[CH:27][CH:26]=[CH:25][CH:24]=1. The yield is 1.00. (6) The reactants are [OH:1][C@H:2]1[C:10]2[C:5](=[CH:6][CH:7]=[CH:8][CH:9]=2)[CH2:4][C@:3]1([CH2:20][C:21]1[CH:29]=[CH:28][C:24]([C:25]([OH:27])=[O:26])=[CH:23][CH:22]=1)[C:11]1[CH2:12][C:13]2[C:18]([CH:19]=1)=[CH:17][CH:16]=[CH:15][CH:14]=2.[C:30]([O-])([O-])=O.[K+].[K+].CI. The catalyst is CN(C=O)C.Cl. The product is [OH:1][C@H:2]1[C:10]2[C:5](=[CH:6][CH:7]=[CH:8][CH:9]=2)[CH2:4][C@:3]1([CH2:20][C:21]1[CH:29]=[CH:28][C:24]([C:25]([O:27][CH3:30])=[O:26])=[CH:23][CH:22]=1)[C:11]1[CH2:12][C:13]2[C:18]([CH:19]=1)=[CH:17][CH:16]=[CH:15][CH:14]=2. The yield is 0.560. (7) The reactants are O1CCCC1.B.[C:7]([O:11][C:12]([N:14]([C:22]1[C:27]([CH2:31][F:32])([CH2:28][CH:29]=[O:30])[S:26](=[O:34])(=[O:33])[CH2:25][C@:24]([C:36]2[CH:41]=[C:40]([N+:42]([O-:44])=[O:43])[CH:39]=[CH:38][C:37]=2[F:45])([CH3:35])[N:23]=1)[C:15](=[O:21])[O:16][C:17]([CH3:20])([CH3:19])[CH3:18])=[O:13])([CH3:10])([CH3:9])[CH3:8]. The catalyst is C1COCC1. The product is [C:7]([O:11][C:12]([N:14]([C:22]1[C:27]([CH2:31][F:32])([CH2:28][CH2:29][OH:30])[S:26](=[O:33])(=[O:34])[CH2:25][C@:24]([C:36]2[CH:41]=[C:40]([N+:42]([O-:44])=[O:43])[CH:39]=[CH:38][C:37]=2[F:45])([CH3:35])[N:23]=1)[C:15](=[O:21])[O:16][C:17]([CH3:20])([CH3:18])[CH3:19])=[O:13])([CH3:8])([CH3:9])[CH3:10]. The yield is 0.800.